From a dataset of Reaction yield outcomes from USPTO patents with 853,638 reactions. Predict the reaction yield, written as a fraction of the theoretical maximum amount of product (1.0 means a 100% yield; for example, 0.34 means a 34% yield). (1) The product is [NH:26]1[C:27]2[C:32](=[CH:31][CH:30]=[CH:29][CH:28]=2)[C:24]([C:7]2[C:6]3[C:5]([C:3]([OH:4])=[O:2])=[CH:13][CH:12]=[CH:11][C:10]=3[NH:9][CH:8]=2)=[CH:25]1. The catalyst is C1COCC1.CO.O. The reactants are C[O:2][C:3]([C:5]1[C:6]2[C:7]([C:24]3[C:32]4[C:27](=[CH:28][CH:29]=[CH:30][CH:31]=4)[N:26](S(C4C=CC(C)=CC=4)(=O)=O)[CH:25]=3)=[CH:8][N:9](S(C3C=CC(C)=CC=3)(=O)=O)[C:10]=2[CH:11]=[CH:12][CH:13]=1)=[O:4].[Li+].[OH-]. The yield is 0.540. (2) The reactants are [CH3:1][O:2][C:3]1[CH:8]=[C:7]([CH3:9])[C:6]([NH:10][C:11](=[O:17])[O:12][C:13]([CH3:16])([CH3:15])[CH3:14])=[C:5]([CH3:18])[C:4]=1[CH3:19].C([O-])(=O)C.[Na+].[Br:25]Br.O. The catalyst is C(O)(=O)C. The product is [Br:25][C:8]1[C:7]([CH3:9])=[C:6]([NH:10][C:11](=[O:17])[O:12][C:13]([CH3:14])([CH3:15])[CH3:16])[C:5]([CH3:18])=[C:4]([CH3:19])[C:3]=1[O:2][CH3:1]. The yield is 0.910. (3) The reactants are [NH2:1][C:2]1[CH:7]=[CH:6][C:5]([C@@H:8]2[O:13][CH2:12][CH2:11][N:10]([C:14]([O:16][C:17]([CH3:20])([CH3:19])[CH3:18])=[O:15])[CH2:9]2)=[CH:4][CH:3]=1.[CH3:21][C:22]1[N:26]([C:27]2[CH:32]=[CH:31][CH:30]=[CH:29][CH:28]=2)[N:25]=[CH:24][C:23]=1[C:33](O)=[O:34].CN(C(ON1N=NC2C=CC=CC1=2)=[N+](C)C)C.F[P-](F)(F)(F)(F)F.CN1CCOCC1. The catalyst is C1COCC1.O. The product is [CH3:21][C:22]1[N:26]([C:27]2[CH:32]=[CH:31][CH:30]=[CH:29][CH:28]=2)[N:25]=[CH:24][C:23]=1[C:33]([NH:1][C:2]1[CH:7]=[CH:6][C:5]([C@@H:8]2[O:13][CH2:12][CH2:11][N:10]([C:14]([O:16][C:17]([CH3:20])([CH3:19])[CH3:18])=[O:15])[CH2:9]2)=[CH:4][CH:3]=1)=[O:34]. The yield is 0.745. (4) The reactants are [Br:1][C:2]1[CH:7]=[CH:6][C:5]([C:8]2[CH:16]=[CH:15][CH:14]=[C:13]3[C:9]=2[CH2:10][C:11](=[O:17])[NH:12]3)=[CH:4][CH:3]=1.[CH3:18][C:19]1[CH:23]=[C:22]([CH3:24])[NH:21][C:20]=1[CH:25]=O. The catalyst is C(O)C.N1CCCCC1. The product is [CH3:18][C:19]1[CH:23]=[C:22]([CH3:24])[NH:21][C:20]=1[CH:25]=[C:10]1[C:9]2[C:13](=[CH:14][CH:15]=[CH:16][C:8]=2[C:5]2[CH:4]=[CH:3][C:2]([Br:1])=[CH:7][CH:6]=2)[NH:12][C:11]1=[O:17]. The yield is 0.510. (5) The reactants are [F:1][C:2]1[CH:7]=[CH:6][C:5]([I:8])=[CH:4][C:3]=1[N:9]1[CH:14]=[C:13]([O:15][CH3:16])[C:12](=[O:17])[C:11]([C:18]([OH:20])=O)=[N:10]1.C1N=CN(C(N2C=NC=C2)=O)C=1.Cl.[CH3:34][NH:35][O:36][CH3:37].CCN(C(C)C)C(C)C. The catalyst is C1COCC1.CN(C=O)C. The product is [F:1][C:2]1[CH:7]=[CH:6][C:5]([I:8])=[CH:4][C:3]=1[N:9]1[CH:14]=[C:13]([O:15][CH3:16])[C:12](=[O:17])[C:11]([C:18]([N:35]([O:36][CH3:37])[CH3:34])=[O:20])=[N:10]1. The yield is 0.820. (6) The reactants are [CH2:1]([C:3]1[NH:7][N:6]=[C:5]([NH2:8])[CH:4]=1)[CH3:2].Br[C:10]1[C:11](=[O:18])[N:12]([CH3:17])[CH:13]=[C:14]([Br:16])[CH:15]=1.C(=O)([O-])[O-].[Cs+].[Cs+].CC1(C)C2C(=C(P(C3C=CC=CC=3)C3C=CC=CC=3)C=CC=2)OC2C(P(C3C=CC=CC=3)C3C=CC=CC=3)=CC=CC1=2. The catalyst is C1C=CC(/C=C/C(/C=C/C2C=CC=CC=2)=O)=CC=1.C1C=CC(/C=C/C(/C=C/C2C=CC=CC=2)=O)=CC=1.C1C=CC(/C=C/C(/C=C/C2C=CC=CC=2)=O)=CC=1.[Pd].[Pd].O1CCOCC1. The product is [Br:16][C:14]1[CH:15]=[C:10]([NH:8][C:5]2[CH:4]=[C:3]([CH2:1][CH3:2])[NH:7][N:6]=2)[C:11](=[O:18])[N:12]([CH3:17])[CH:13]=1. The yield is 0.430. (7) The reactants are C(=O)(O)[O-].[Na+].Cl.[NH2:7][OH:8].[C:9](Cl)([O:11][CH2:12][CH:13]1[C:25]2[C:20](=[CH:21][CH:22]=[CH:23][CH:24]=2)[C:19]2[C:14]1=[CH:15][CH:16]=[CH:17][CH:18]=2)=[O:10].[C:27](Cl)(=[O:34])[C:28]1[CH:33]=[CH:32][CH:31]=[CH:30][CH:29]=1.C(N(CC)CC)C. The catalyst is O.C(OCC)(=O)C. The product is [C:27]([O:8][NH:7][C:9](=[O:10])[O:11][CH2:12][CH:13]1[C:25]2[CH:24]=[CH:23][CH:22]=[CH:21][C:20]=2[C:19]2[C:14]1=[CH:15][CH:16]=[CH:17][CH:18]=2)(=[O:34])[C:28]1[CH:33]=[CH:32][CH:31]=[CH:30][CH:29]=1. The yield is 0.770. (8) The reactants are [Cl:1][C:2]1[C:10]2[C:5](=[CH:6][C:7]([C:11]([NH:13][CH:14]([C:24]3[CH:29]=[CH:28][CH:27]=[CH:26][C:25]=3[Cl:30])[CH2:15][O:16][CH2:17][CH:18]3[CH2:23][CH2:22][NH:21][CH2:20][CH2:19]3)=[O:12])=[CH:8][CH:9]=2)[NH:4][CH:3]=1.C(N(CC)CC)C.C([O:40][C:41](=O)[C:42]([F:45])([F:44])[F:43])C.O. The catalyst is CO. The product is [Cl:1][C:2]1[C:10]2[C:5](=[CH:6][C:7]([C:11]([NH:13][CH:14]([C:24]3[CH:29]=[CH:28][CH:27]=[CH:26][C:25]=3[Cl:30])[CH2:15][O:16][CH2:17][CH:18]3[CH2:23][CH2:22][N:21]([C:41](=[O:40])[C:42]([F:45])([F:44])[F:43])[CH2:20][CH2:19]3)=[O:12])=[CH:8][CH:9]=2)[NH:4][CH:3]=1. The yield is 0.410. (9) The reactants are [C:1]([O:5][C:6]([N:8]1[CH2:13][CH2:12][CH2:11][C@@H:10]([C:14]([OH:16])=O)[CH2:9]1)=[O:7])([CH3:4])([CH3:3])[CH3:2].Cl.[CH3:18][NH:19][O:20][CH3:21].CCN=C=NCCCN(C)C.Cl.C(N(C(C)C)CC)(C)C. The catalyst is CCOC(C)=O. The product is [CH3:21][O:20][N:19]([CH3:18])[C:14]([C@@H:10]1[CH2:11][CH2:12][CH2:13][N:8]([C:6]([O:5][C:1]([CH3:2])([CH3:3])[CH3:4])=[O:7])[CH2:9]1)=[O:16]. The yield is 0.820. (10) The reactants are [NH2:1][C:2]1[C:3]([C:20](O)=[O:21])=[N:4][C:5]([C:8]2[CH:13]=[CH:12][C:11]([S:14]([CH:17]([CH3:19])[CH3:18])(=[O:16])=[O:15])=[CH:10][CH:9]=2)=[CH:6][N:7]=1.Cl.[CH3:24][O:25][NH:26][CH3:27].O.ON1C2C=CC=CC=2N=N1.CCN(C(C)C)C(C)C.C(N=C=NCCCN(C)C)C. The catalyst is C1COCC1. The product is [NH2:1][C:2]1[C:3]([C:20]([N:26]([O:25][CH3:24])[CH3:27])=[O:21])=[N:4][C:5]([C:8]2[CH:9]=[CH:10][C:11]([S:14]([CH:17]([CH3:19])[CH3:18])(=[O:16])=[O:15])=[CH:12][CH:13]=2)=[CH:6][N:7]=1. The yield is 0.780.